From a dataset of Reaction yield outcomes from USPTO patents with 853,638 reactions. Predict the reaction yield, written as a fraction of the theoretical maximum amount of product (1.0 means a 100% yield; for example, 0.34 means a 34% yield). The reactants are Cl.[CH:2]([N:5]1[C:9]([C:10]2[N:19]=[C:18]3[N:12]([CH2:13][CH2:14][O:15][C:16]4[CH:23]=[C:22]([CH:24]5[CH2:29][CH2:28][NH:27][CH2:26][CH2:25]5)[CH:21]=[CH:20][C:17]=43)[CH:11]=2)=[N:8][C:7]([CH3:30])=[N:6]1)([CH3:4])[CH3:3].[CH2:31]([O:33][C:34](=[O:39])[C:35](Br)([CH3:37])[CH3:36])[CH3:32].C(=O)([O-])[O-].[Cs+].[Cs+]. The catalyst is CN(C=O)C. The product is [CH2:31]([O:33][C:34](=[O:39])[C:35]([N:27]1[CH2:28][CH2:29][CH:24]([C:22]2[CH:21]=[CH:20][C:17]3[C:18]4[N:12]([CH2:13][CH2:14][O:15][C:16]=3[CH:23]=2)[CH:11]=[C:10]([C:9]2[N:5]([CH:2]([CH3:4])[CH3:3])[N:6]=[C:7]([CH3:30])[N:8]=2)[N:19]=4)[CH2:25][CH2:26]1)([CH3:37])[CH3:36])[CH3:32]. The yield is 0.360.